Dataset: Forward reaction prediction with 1.9M reactions from USPTO patents (1976-2016). Task: Predict the product of the given reaction. Given the reactants [OH:1][CH2:2][CH2:3][C:4]1[CH:5]=[C:6]([N:10]2[CH2:14][CH2:13][NH:12][C:11]2=[O:15])[CH:7]=[CH:8][CH:9]=1.C(N(CC)CC)C.[CH3:23][S:24](Cl)(=[O:26])=[O:25], predict the reaction product. The product is: [CH3:23][S:24]([O:1][CH2:2][CH2:3][C:4]1[CH:9]=[CH:8][CH:7]=[C:6]([N:10]2[CH2:14][CH2:13][NH:12][C:11]2=[O:15])[CH:5]=1)(=[O:26])=[O:25].